From a dataset of Reaction yield outcomes from USPTO patents with 853,638 reactions. Predict the reaction yield, written as a fraction of the theoretical maximum amount of product (1.0 means a 100% yield; for example, 0.34 means a 34% yield). The reactants are [C:1]([C:5]1[CH:10]=[CH:9][C:8]([OH:11])=[CH:7][CH:6]=1)([CH3:4])([CH3:3])[CH3:2].C1(C)C(C)=CC=CC=1.CN(C=O)C.[Na].Cl[C:27]12[CH2:36][CH:31]3[CH2:32][CH:33]([CH2:35][CH:29]([CH2:30]3)[CH2:28]1)[CH2:34]2. The catalyst is CCOCC. The product is [CH:27]12[CH2:36][CH:31]3[CH2:32][CH:33]([CH2:35][CH:29]([CH2:30]3)[CH:28]1[C:9]1[CH:10]=[C:5]([C:1]([CH3:4])([CH3:2])[CH3:3])[CH:6]=[CH:7][C:8]=1[OH:11])[CH2:34]2. The yield is 0.260.